Dataset: Forward reaction prediction with 1.9M reactions from USPTO patents (1976-2016). Task: Predict the product of the given reaction. (1) Given the reactants C([SiH2][O:6][C:7](C)(C)[C:8]1[CH:9]=[C:10]([CH:13]=[CH:14][C:15]=1[Cl:16])C=O)(C)(C)C.CC1(C)[O:27][C:25](=[O:26])[CH2:24][C:22](=O)O1.C(N(CC)CC)C.C(O)=O, predict the reaction product. The product is: [Cl:16][C:15]1[CH:14]=[CH:13][C:10]([CH2:22][CH2:24][C:25]([OH:27])=[O:26])=[CH:9][C:8]=1[CH2:7][OH:6]. (2) The product is: [CH3:30][C:13]([C:15]1[C:23]2[O:22][CH2:21][CH2:20][C:19]=2[CH:18]=[C:17]([C:24]2[CH:25]=[N:26][CH:27]=[CH:28][CH:29]=2)[CH:16]=1)([CH3:14])[CH2:12][C:11]1([C:10]([F:9])([F:32])[F:33])[CH2:2][O:31]1. Given the reactants [I-].[CH3:2][S+](C)(C)=O.[H-].[Na+].[F:9][C:10]([F:33])([F:32])[C:11](=[O:31])[CH2:12][C:13]([CH3:30])([C:15]1[C:23]2[O:22][CH2:21][CH2:20][C:19]=2[CH:18]=[C:17]([C:24]2[CH:25]=[N:26][CH:27]=[CH:28][CH:29]=2)[CH:16]=1)[CH3:14].O, predict the reaction product.